From a dataset of Forward reaction prediction with 1.9M reactions from USPTO patents (1976-2016). Predict the product of the given reaction. (1) Given the reactants Cl.Cl.[CH2:3]([N:5]([CH2:8][CH2:9][O:10][N:11]1C(=O)C2=CC=CC=C2C1=O)[CH2:6][CH3:7])[CH3:4].O.NN, predict the reaction product. The product is: [CH2:3]([N:5]([CH2:8][CH2:9][O:10][NH2:11])[CH2:6][CH3:7])[CH3:4]. (2) Given the reactants [CH3:1][C:2]12[C:12](=[O:13])[CH2:11][CH2:10][CH2:9][C:8]1=[CH:7][C:5](=[O:6])[CH2:4][CH2:3]2.[CH3:14][C:15]1(CC)OCC[O:16]1.C(O)CO, predict the reaction product. The product is: [CH2:14]1[CH2:15][O:16][C:12]2([CH2:11][CH2:10][CH2:9][C:8]3[C:2]2([CH3:1])[CH2:3][CH2:4][C:5](=[O:6])[CH:7]=3)[O:13]1.